From a dataset of Full USPTO retrosynthesis dataset with 1.9M reactions from patents (1976-2016). Predict the reactants needed to synthesize the given product. (1) Given the product [F:1][C:2]([F:16])([F:15])[CH:3]([N:17]1[CH2:27][CH2:26][CH:20]([C:21]([O:23][CH2:24][CH3:25])=[O:22])[CH2:19][CH2:18]1)[C:5]1[CH:10]=[CH:9][CH:8]=[C:7]([C:11]([F:14])([F:13])[F:12])[CH:6]=1, predict the reactants needed to synthesize it. The reactants are: [F:1][C:2]([F:16])([F:15])[C:3]([C:5]1[CH:10]=[CH:9][CH:8]=[C:7]([C:11]([F:14])([F:13])[F:12])[CH:6]=1)=O.[NH:17]1[CH2:27][CH2:26][CH:20]([C:21]([O:23][CH2:24][CH3:25])=[O:22])[CH2:19][CH2:18]1.C([BH3-])#N.[Na+].C(=O)(O)[O-].[Na+]. (2) The reactants are: [C:1]([O:4][C:5]1[C:6](=[CH:10][CH:11]=[CH:12][CH:13]=1)[C:7](O)=[O:8])(=[O:3])[CH3:2].S(Cl)([Cl:16])=O. Given the product [C:1]([O:4][C:5]1[C:6](=[CH:10][CH:11]=[CH:12][CH:13]=1)[C:7]([Cl:16])=[O:8])(=[O:3])[CH3:2], predict the reactants needed to synthesize it.